Predict the reaction yield, written as a fraction of the theoretical maximum amount of product (1.0 means a 100% yield; for example, 0.34 means a 34% yield). From a dataset of Reaction yield outcomes from USPTO patents with 853,638 reactions. (1) The reactants are Cl[C:2]1[C:7]([CH3:8])=[CH:6][C:5]([N+:9]([O-:11])=[O:10])=[CH:4][N:3]=1.[CH:12]1([CH2:18][NH2:19])[CH2:17][CH2:16][CH2:15][CH2:14][CH2:13]1. The catalyst is CCO.C(N(CC)CC)C.CCOC(C)=O. The product is [CH:12]1([CH2:18][NH:19][C:2]2[C:7]([CH3:8])=[CH:6][C:5]([N+:9]([O-:11])=[O:10])=[CH:4][N:3]=2)[CH2:17][CH2:16][CH2:15][CH2:14][CH2:13]1. The yield is 0.980. (2) The reactants are [C:1]([O-:6])(=[O:5])[CH:2]([CH3:4])[CH3:3].C[N+](C)(C)C.C(O)(=O)C(C)C.[C:18](=[O:28])([S:26][CH3:27])[O:19][O:20][CH:21](Cl)[CH:22]([CH3:24])[CH3:23]. The catalyst is CCOC(C)=O. The product is [C:18](=[O:28])([S:26][CH3:27])[O:19][O:20][CH:21]([O:6][C:1](=[O:5])[CH:2]([CH3:4])[CH3:3])[CH:22]([CH3:24])[CH3:23]. The yield is 0.650. (3) The reactants are C1([C:7]2[NH:11][C:10]3[C:12]([C:16]([O:18]C)=[O:17])=[CH:13][CH:14]=[CH:15][C:9]=3[N:8]=2)C=CC=CC=1.[OH-].[Na+].Cl. The catalyst is C1COCC1. The product is [C:9]1([N:11]2[C:10]3[C:12]([C:16]([OH:18])=[O:17])=[CH:13][CH:14]=[CH:15][C:9]=3[N:8]=[CH:7]2)[CH:15]=[CH:14][CH:13]=[CH:12][CH:10]=1. The yield is 0.860. (4) The reactants are [CH3:1][C:2]1[CH:11]=[C:10]2[C:5]([C:6](=[O:12])[NH:7][CH:8]=[N:9]2)=[CH:4][CH:3]=1.CO.C(O)(=O)C.[Br:19]Br. No catalyst specified. The product is [Br:19][C:3]1[CH:4]=[C:5]2[C:10](=[CH:11][C:2]=1[CH3:1])[N:9]=[CH:8][NH:7][C:6]2=[O:12]. The yield is 0.840.